This data is from Merck oncology drug combination screen with 23,052 pairs across 39 cell lines. The task is: Regression. Given two drug SMILES strings and cell line genomic features, predict the synergy score measuring deviation from expected non-interaction effect. (1) Drug 1: CCC1(O)CC2CN(CCc3c([nH]c4ccccc34)C(C(=O)OC)(c3cc4c(cc3OC)N(C)C3C(O)(C(=O)OC)C(OC(C)=O)C5(CC)C=CCN6CCC43C65)C2)C1. Drug 2: Cc1nc(Nc2ncc(C(=O)Nc3c(C)cccc3Cl)s2)cc(N2CCN(CCO)CC2)n1. Cell line: HT29. Synergy scores: synergy=-10.9. (2) Drug 1: Cn1nnc2c(C(N)=O)ncn2c1=O. Drug 2: CCc1cnn2c(NCc3ccc[n+]([O-])c3)cc(N3CCCCC3CCO)nc12. Cell line: NCIH460. Synergy scores: synergy=-4.51. (3) Drug 2: NC1CCCCC1N.O=C(O)C(=O)O.[Pt+2]. Cell line: VCAP. Drug 1: Cn1nnc2c(C(N)=O)ncn2c1=O. Synergy scores: synergy=-23.2. (4) Drug 1: CCN(CC)CCNC(=O)c1c(C)[nH]c(C=C2C(=O)Nc3ccc(F)cc32)c1C. Drug 2: NC(=O)c1cccc2cn(-c3ccc(C4CCCNC4)cc3)nc12. Cell line: SKOV3. Synergy scores: synergy=6.16. (5) Drug 1: O=C(CCCCCCC(=O)Nc1ccccc1)NO. Drug 2: NC1CCCCC1N.O=C(O)C(=O)O.[Pt+2]. Cell line: LNCAP. Synergy scores: synergy=27.3. (6) Drug 1: CN(C)C(=N)N=C(N)N. Drug 2: CCc1cnn2c(NCc3ccc[n+]([O-])c3)cc(N3CCCCC3CCO)nc12. Cell line: ZR751. Synergy scores: synergy=-16.5. (7) Drug 1: O=C(O)C1(Cc2cccc(Nc3nccs3)n2)CCC(Oc2cccc(Cl)c2F)CC1. Drug 2: COC1=C2CC(C)CC(OC)C(O)C(C)C=C(C)C(OC(N)=O)C(OC)C=CC=C(C)C(=O)NC(=CC1=O)C2=O. Cell line: ES2. Synergy scores: synergy=-0.228. (8) Drug 1: Cn1c(=O)n(-c2ccc(C(C)(C)C#N)cc2)c2c3cc(-c4cnc5ccccc5c4)ccc3ncc21. Drug 2: Cn1cc(-c2cnn3c(N)c(Br)c(C4CCCNC4)nc23)cn1. Cell line: NCIH2122. Synergy scores: synergy=-5.36. (9) Drug 1: COC12C(COC(N)=O)C3=C(C(=O)C(C)=C(N)C3=O)N1CC1NC12. Drug 2: O=C(NOCC(O)CO)c1ccc(F)c(F)c1Nc1ccc(I)cc1F. Cell line: UWB1289. Synergy scores: synergy=6.34. (10) Drug 1: C=CCn1c(=O)c2cnc(Nc3ccc(N4CCN(C)CC4)cc3)nc2n1-c1cccc(C(C)(C)O)n1. Drug 2: CCC1(O)C(=O)OCc2c1cc1n(c2=O)Cc2cc3c(CN(C)C)c(O)ccc3nc2-1. Cell line: A427. Synergy scores: synergy=11.3.